From a dataset of Full USPTO retrosynthesis dataset with 1.9M reactions from patents (1976-2016). Predict the reactants needed to synthesize the given product. (1) The reactants are: [CH3:1][C:2]([CH3:16])=[CH:3][SiH2:4][CH2:5][CH2:6][CH2:7][CH2:8][CH2:9][CH2:10][CH2:11][CH2:12][CH2:13][CH2:14][OH:15].[C:17]1(C)[C:18]([S:23](Cl)(=[O:25])=[O:24])=[CH:19][CH:20]=[CH:21][CH:22]=1.N1C=CC=C[CH:29]=1. Given the product [CH3:1][C:2]([CH3:16])=[CH:3][SiH2:4][CH2:5][CH2:6][CH2:7][CH2:8][CH2:9][CH2:10][CH2:11][CH2:12][CH2:13][CH2:14][O:15][S:23]([C:18]1[CH:17]=[CH:22][C:21]([CH3:29])=[CH:20][CH:19]=1)(=[O:24])=[O:25], predict the reactants needed to synthesize it. (2) Given the product [CH2:28]([O:27][P:25]([C:24]1[CH:23]=[CH:22][S:21][C:20]=1[C:2]1[S:1][CH:5]=[CH:4][CH:3]=1)([O:30][CH2:31][CH3:32])=[O:26])[CH3:29], predict the reactants needed to synthesize it. The reactants are: [S:1]1[CH:5]=[CH:4][CH:3]=[C:2]1[Sn](CCCC)(CCCC)CCCC.I[C:20]1[S:21][CH:22]=[CH:23][C:24]=1[P:25]([O:30][CH2:31][CH3:32])([O:27][CH2:28][CH3:29])=[O:26]. (3) Given the product [F:16][C:2]([F:1])([F:15])[CH2:3][O:4][C:5]1[CH:6]=[CH:7][C:8]([C:11]([OH:13])=[O:12])=[N:9][CH:10]=1, predict the reactants needed to synthesize it. The reactants are: [F:1][C:2]([F:16])([F:15])[CH2:3][O:4][C:5]1[CH:6]=[CH:7][C:8]([C:11]([O:13]C)=[O:12])=[N:9][CH:10]=1.[OH-].[Na+].Cl. (4) Given the product [C:39]([O:38][C@@H:28]1[C@@H:29]([CH2:34][I:63])[C:30](=[O:33])[O:31][CH2:32][C@H:24]([NH:23][C:21]([O:20][C:16]([CH3:19])([CH3:18])[CH3:17])=[O:22])[C:25](=[O:45])[O:26][C@H:27]1[CH3:44])(=[O:43])[CH:40]([CH3:42])[CH3:41], predict the reactants needed to synthesize it. The reactants are: CN1CCOCC1.C(OC(Cl)=O)C(C)C.[C:16]([O:20][C:21]([NH:23][C@H:24]1[CH2:32][O:31][C:30](=[O:33])[C@H:29]([CH2:34]C(O)=O)[C@@H:28]([O:38][C:39](=[O:43])[CH:40]([CH3:42])[CH3:41])[C@H:27]([CH3:44])[O:26][C:25]1=[O:45])=[O:22])([CH3:19])([CH3:18])[CH3:17].[Al].SC1C=CC=C[N+]=1[O-].C(N(CC)CC)C.C(I)(I)[I:63].